From a dataset of Forward reaction prediction with 1.9M reactions from USPTO patents (1976-2016). Predict the product of the given reaction. (1) The product is: [Br:1][C:2](=[CH:5][O:6][CH:8]([CH3:13])[CH3:9])[CH:3]=[O:4]. Given the reactants [Br:1][CH:2]([CH:5]=[O:6])[CH:3]=[O:4].O.[C:8]1(C)[CH:13]=CC(S(O)(=O)=O)=C[CH:9]=1.CC(O)C, predict the reaction product. (2) Given the reactants [OH:1][C:2]1([C:8]([O:10][CH3:11])=[O:9])[CH2:7][CH2:6][NH:5][CH2:4][CH2:3]1.CCN(C(C)C)C(C)C.[Br:21][C:22]1[CH:23]=[N:24][C:25](Cl)=[N:26][CH:27]=1.CCCCCC, predict the reaction product. The product is: [Br:21][C:22]1[CH:23]=[N:24][C:25]([N:5]2[CH2:4][CH2:3][C:2]([OH:1])([C:8]([O:10][CH3:11])=[O:9])[CH2:7][CH2:6]2)=[N:26][CH:27]=1. (3) Given the reactants Cl.[Br:2][C:3]1[CH:8]=[CH:7][C:6]2[C:9]3([CH2:15][O:16][C:5]=2[CH:4]=1)[CH2:14][CH2:13][NH:12][CH2:11][CH2:10]3.[C:17]([O:22][C:23]([CH3:26])([CH3:25])[CH3:24])(=[O:21])[C:18]([CH3:20])=[CH2:19].C1CCN2C(=NCCC2)CC1, predict the reaction product. The product is: [Br:2][C:3]1[CH:8]=[CH:7][C:6]2[C:9]3([CH2:15][O:16][C:5]=2[CH:4]=1)[CH2:10][CH2:11][N:12]([CH2:19][CH:18]([CH3:20])[C:17]([O:22][C:23]([CH3:26])([CH3:25])[CH3:24])=[O:21])[CH2:13][CH2:14]3. (4) Given the reactants C[O:2][C:3](=[O:45])[CH2:4][C:5]1[CH:10]=[CH:9][CH:8]=[C:7]([O:11][CH2:12][CH2:13][CH2:14][N:15]([CH2:31][CH:32]([C:39]2[CH:44]=[CH:43][CH:42]=[CH:41][CH:40]=2)[C:33]2[CH:38]=[CH:37][CH:36]=[CH:35][CH:34]=2)[CH2:16][C:17]2[CH:22]=[C:21]([C:23]([CH3:26])([CH3:25])[CH3:24])[CH:20]=[C:19]([C:27]([CH3:30])([CH3:29])[CH3:28])[CH:18]=2)[CH:6]=1.[OH-].[Na+], predict the reaction product. The product is: [C:39]1([CH:32]([C:33]2[CH:34]=[CH:35][CH:36]=[CH:37][CH:38]=2)[CH2:31][N:15]([CH2:16][C:17]2[CH:22]=[C:21]([C:23]([CH3:24])([CH3:25])[CH3:26])[CH:20]=[C:19]([C:27]([CH3:28])([CH3:29])[CH3:30])[CH:18]=2)[CH2:14][CH2:13][CH2:12][O:11][C:7]2[CH:6]=[C:5]([CH2:4][C:3]([OH:45])=[O:2])[CH:10]=[CH:9][CH:8]=2)[CH:44]=[CH:43][CH:42]=[CH:41][CH:40]=1. (5) Given the reactants C([Si](C)(C)[O:6][CH2:7][CH2:8][O:9][CH2:10][C:11]1[CH:16]=[CH:15][C:14]([CH:17]([CH2:19][CH2:20][CH2:21][CH2:22][CH2:23][CH2:24][CH2:25][CH2:26][CH2:27][CH2:28][CH2:29][CH3:30])[CH3:18])=[CH:13][CH:12]=1)(C)(C)C.[F-].C([N+](CCCC)(CCCC)CCCC)CCC, predict the reaction product. The product is: [CH3:18][CH:17]([C:14]1[CH:13]=[CH:12][C:11]([CH2:10][O:9][CH2:8][CH2:7][OH:6])=[CH:16][CH:15]=1)[CH2:19][CH2:20][CH2:21][CH2:22][CH2:23][CH2:24][CH2:25][CH2:26][CH2:27][CH2:28][CH2:29][CH3:30]. (6) Given the reactants [NH2:1][C:2]1[C:3]([C:9]([C:11]2[CH:16]=[CH:15][N:14]=[C:13]3[NH:17][CH:18]=[CH:19][C:12]=23)=[O:10])=[N:4][CH:5]=[C:6]([Cl:8])[CH:7]=1.[Cl:20][C:21]1[CH:26]=[CH:25][C:24]([S:27](Cl)(=[O:29])=[O:28])=[CH:23][C:22]=1[CH:31]([CH3:33])[CH3:32].CO.[OH-].[Na+], predict the reaction product. The product is: [Cl:20][C:21]1[CH:26]=[CH:25][C:24]([S:27]([NH:1][C:2]2[C:3]([C:9]([C:11]3[C:12]4[CH:19]=[CH:18][NH:17][C:13]=4[N:14]=[CH:15][CH:16]=3)=[O:10])=[N:4][CH:5]=[C:6]([Cl:8])[CH:7]=2)(=[O:29])=[O:28])=[CH:23][C:22]=1[CH:31]([CH3:33])[CH3:32]. (7) The product is: [CH:15]1([CH2:14][N:9]2[C:10]3[C:6](=[CH:5][C:4]([N+:1]([O-:3])=[O:2])=[CH:12][CH:11]=3)[CH:7]=[N:8]2)[CH2:17][CH2:16]1. Given the reactants [N+:1]([C:4]1[CH:5]=[C:6]2[C:10](=[CH:11][CH:12]=1)[NH:9][N:8]=[CH:7]2)([O-:3])=[O:2].Br[CH2:14][CH:15]1[CH2:17][CH2:16]1, predict the reaction product. (8) Given the reactants I[C:2]1[CH:3]=[C:4]([NH:8][C:9]2[C:14]([N+:15]([O-:17])=[O:16])=[CH:13][CH:12]=[CH:11][N:10]=2)[CH:5]=[CH:6][CH:7]=1.[CH:18]([C:20]1[CH:25]=[CH:24][N:23]=[CH:22][CH:21]=1)=[CH2:19].C(=O)(O)[O-].[Na+], predict the reaction product. The product is: [N+:15]([C:14]1[C:9]([NH:8][C:4]2[CH:5]=[CH:6][CH:7]=[C:2](/[CH:19]=[CH:18]/[C:20]3[CH:25]=[CH:24][N:23]=[CH:22][CH:21]=3)[CH:3]=2)=[N:10][CH:11]=[CH:12][CH:13]=1)([O-:17])=[O:16]. (9) Given the reactants C(OC([N:8]1[CH2:13][CH2:12][CH:11]([C:14]2[CH:19]=[CH:18][CH:17]=[CH:16][C:15]=2[CH2:20][CH2:21][C:22]([OH:24])=O)[CH2:10][CH2:9]1)=O)(C)(C)C.[ClH:25].OC1C=CC=CC=1C1(C#N)CCNCC1.[CH3:41][S:42]([NH2:45])(=[O:44])=[O:43].CCN=C=NCCCN(C)C.Cl, predict the reaction product. The product is: [ClH:25].[CH3:41][S:42]([NH:45][C:22](=[O:24])[CH2:21][CH2:20][C:15]1[CH:16]=[CH:17][CH:18]=[CH:19][C:14]=1[CH:11]1[CH2:12][CH2:13][NH:8][CH2:9][CH2:10]1)(=[O:44])=[O:43].